The task is: Predict the product of the given reaction.. This data is from Forward reaction prediction with 1.9M reactions from USPTO patents (1976-2016). (1) Given the reactants [CH3:1][NH:2][C:3](=[NH:6])[S:4]C.[O:7](C(OC(C)(C)C)=O)[C:8]([O:10][C:11]([CH3:14])([CH3:13])[CH3:12])=O.[CH2:22](Cl)Cl, predict the reaction product. The product is: [CH3:1][N:2]([CH3:22])[C:3](=[N:6][C:8]([O:10][C:11]([CH3:14])([CH3:13])[CH3:12])=[O:7])[SH:4]. (2) Given the reactants C(O)(=O)C.CCN(C(C)C)C(C)C.[C:14]([O:18][CH2:19][CH3:20])(=[O:17])[C:15]#[CH:16].[N:21]([CH2:24][CH:25]([F:44])[CH2:26][CH2:27][N:28]1[C:33](=[O:34])[CH:32]=[C:31]([NH:35][C:36](=[O:43])[CH2:37][CH:38]2[CH2:42][CH2:41][CH2:40][CH2:39]2)[CH:30]=[N:29]1)=[N+:22]=[N-:23], predict the reaction product. The product is: [CH:38]1([CH2:37][C:36]([NH:35][C:31]2[CH:30]=[N:29][N:28]([CH2:27][CH2:26][CH:25]([F:44])[CH2:24][N:21]3[CH:16]=[C:15]([C:14]([O:18][CH2:19][CH3:20])=[O:17])[N:23]=[N:22]3)[C:33](=[O:34])[CH:32]=2)=[O:43])[CH2:42][CH2:41][CH2:40][CH2:39]1. (3) Given the reactants Br[C:2]1[CH:3]=[C:4]([C:23]([O:25][CH3:26])=[O:24])[C:5]2[O:9][C:8]([C:16]3[CH:21]=[CH:20][CH:19]=[CH:18][CH:17]=3)([C:10]3[CH:15]=[CH:14][CH:13]=[CH:12][CH:11]=3)[O:7][C:6]=2[CH:22]=1.B1(B2OC(C)(C)C(C)(C)O2)OC(C)(C)C(C)(C)O1.CC([O-])=O.[K+].Cl.Br[C:52]1[CH:57]=[CH:56][CH:55]=[CH:54][N:53]=1.C([O-])([O-])=O.[K+].[K+], predict the reaction product. The product is: [C:16]1([C:8]2([C:10]3[CH:11]=[CH:12][CH:13]=[CH:14][CH:15]=3)[O:7][C:6]3[CH:22]=[C:2]([C:56]4[CH:55]=[CH:54][N:53]=[CH:52][CH:57]=4)[CH:3]=[C:4]([C:23]([O:25][CH3:26])=[O:24])[C:5]=3[O:9]2)[CH:17]=[CH:18][CH:19]=[CH:20][CH:21]=1. (4) The product is: [C:1]([N:4]1[C:13]2[C:8](=[CH:9][CH:10]=[CH:11][CH:12]=2)[C@H:7]([NH:14][C:15]2[CH:16]=[CH:17][C:18]([C:19]([OH:21])=[O:20])=[CH:23][CH:24]=2)[C@@H:6]([CH3:25])[C@@H:5]1[CH:26]1[CH2:27][CH2:28]1)(=[O:3])[CH3:2]. Given the reactants [C:1]([N:4]1[C:13]2[C:8](=[CH:9][CH:10]=[CH:11][CH:12]=2)[C@H:7]([NH:14][C:15]2[CH:24]=[CH:23][C:18]([C:19]([O:21]C)=[O:20])=[CH:17][CH:16]=2)[C@@H:6]([CH3:25])[C@@H:5]1[CH:26]1[CH2:28][CH2:27]1)(=[O:3])[CH3:2].[OH-].[Na+].Cl.CO, predict the reaction product. (5) Given the reactants [NH2:1][C:2]1[N:6]([CH:7]2[CH2:10][N:9](C(C3C=CC=CC=3)C3C=CC=CC=3)[CH2:8]2)[N:5]=[CH:4][C:3]=1[C:24]([NH2:26])=[O:25].[OH-].[Na+].C1COCC1.[C:45]([O:44][C:42](O[C:42]([O:44][C:45]([CH3:48])([CH3:47])[CH3:46])=[O:43])=[O:43])([CH3:48])([CH3:47])[CH3:46], predict the reaction product. The product is: [C:45]([O:44][C:42]([N:9]1[CH2:10][CH:7]([N:6]2[C:2]([NH2:1])=[C:3]([C:24](=[O:25])[NH2:26])[CH:4]=[N:5]2)[CH2:8]1)=[O:43])([CH3:46])([CH3:47])[CH3:48]. (6) Given the reactants Cl[C:2]1[C:7]([C:8]([F:11])([F:10])[F:9])=[CH:6][N:5]=[C:4]([NH:12][C:13]2[CH:27]=[CH:26][C:16]([CH2:17][P:18](=[O:25])([O:22][CH2:23][CH3:24])[O:19][CH2:20][CH3:21])=[CH:15][C:14]=2[O:28][CH3:29])[N:3]=1.[NH2:30][C:31]1[CH:39]=[CH:38][CH:37]=[C:36]2[C:32]=1[C:33](=[O:42])[N:34]([CH3:41])[C:35]2=[O:40], predict the reaction product. The product is: [CH3:29][O:28][C:14]1[CH:15]=[C:16]([CH:26]=[CH:27][C:13]=1[NH:12][C:4]1[N:3]=[C:2]([NH:30][C:31]2[CH:39]=[CH:38][CH:37]=[C:36]3[C:32]=2[C:33](=[O:42])[N:34]([CH3:41])[C:35]3=[O:40])[C:7]([C:8]([F:11])([F:10])[F:9])=[CH:6][N:5]=1)[CH2:17][P:18](=[O:25])([O:22][CH2:23][CH3:24])[O:19][CH2:20][CH3:21]. (7) Given the reactants [Cl:1][C:2]1[CH:15]=[CH:14][C:5]([CH2:6][CH2:7][N:8]2[CH2:12][CH2:11][C@H:10]([OH:13])[CH2:9]2)=[CH:4][CH:3]=1.C(N(CC)CC)C.[CH3:23][S:24](Cl)(=[O:26])=[O:25], predict the reaction product. The product is: [Cl:1][C:2]1[CH:15]=[CH:14][C:5]([CH2:6][CH2:7][N:8]2[CH2:12][CH2:11][C@H:10]([O:13][S:24]([CH3:23])(=[O:26])=[O:25])[CH2:9]2)=[CH:4][CH:3]=1.